Dataset: Forward reaction prediction with 1.9M reactions from USPTO patents (1976-2016). Task: Predict the product of the given reaction. (1) Given the reactants [CH3:1][O:2][C:3]1[CH:4]=[C:5]([CH:8]=[CH:9][C:10]=1[O:11][CH3:12])[CH:6]=O.[CH3:13][C:14]([C:16]1[CH:17]=[CH:18][CH:19]=[C:20]([OH:22])[CH:21]=1)=[O:15].[OH-].[K+].Cl, predict the reaction product. The product is: [CH3:1][O:2][C:3]1[CH:4]=[C:5]([CH:6]=[CH:13][C:14]([C:16]2[CH:17]=[CH:18][CH:19]=[C:20]([OH:22])[CH:21]=2)=[O:15])[CH:8]=[CH:9][C:10]=1[O:11][CH3:12]. (2) Given the reactants [C:1]([O:5][C:6](=[O:26])[NH:7][C:8]1[CH:13]=[C:12]([N:14]([CH:16]([CH3:18])[CH3:17])[CH3:15])[C:11]([C:19]([F:22])([F:21])[F:20])=[CH:10][C:9]=1[N+:23]([O-])=O)([CH3:4])([CH3:3])[CH3:2], predict the reaction product. The product is: [C:1]([O:5][C:6](=[O:26])[NH:7][C:8]1[CH:13]=[C:12]([N:14]([CH:16]([CH3:17])[CH3:18])[CH3:15])[C:11]([C:19]([F:22])([F:21])[F:20])=[CH:10][C:9]=1[NH2:23])([CH3:3])([CH3:4])[CH3:2].